Dataset: Full USPTO retrosynthesis dataset with 1.9M reactions from patents (1976-2016). Task: Predict the reactants needed to synthesize the given product. (1) Given the product [CH3:15][N:16]([CH3:18])/[CH:17]=[CH:1]/[C:2]1[N:3]=[CH:4][C:5]([C:8]([O:10][C:11]([CH3:14])([CH3:13])[CH3:12])=[O:9])=[N:6][CH:7]=1, predict the reactants needed to synthesize it. The reactants are: [CH3:1][C:2]1[N:3]=[CH:4][C:5]([C:8]([O:10][C:11]([CH3:14])([CH3:13])[CH3:12])=[O:9])=[N:6][CH:7]=1.[CH3:15][N:16]([CH:18]=O)[CH3:17].COC(OC)N(C)C. (2) Given the product [CH:10]1([C:15]#[C:16][C:2]2[N:7]=[C:6]([NH2:8])[CH:5]=[C:4]([Cl:9])[N:3]=2)[CH2:14][CH2:13][CH2:12][CH2:11]1, predict the reactants needed to synthesize it. The reactants are: Cl[C:2]1[N:7]=[C:6]([NH2:8])[CH:5]=[C:4]([Cl:9])[N:3]=1.[CH:10]1([C:15]#[CH:16])[CH2:14][CH2:13][CH2:12][CH2:11]1. (3) Given the product [CH3:24][N:2]([CH3:1])[C:3]1[N:8]=[CH:7][N:6]=[C:5]([CH2:9][N:10]2[C:18]3[C:13](=[N:14][CH:15]=[C:16]([CH3:19])[CH:17]=3)[C:12]([C:20]([NH:54][CH2:53][CH2:52][F:51])=[O:21])=[CH:11]2)[C:4]=1[CH3:23], predict the reactants needed to synthesize it. The reactants are: [CH3:1][N:2]([CH3:24])[C:3]1[N:8]=[CH:7][N:6]=[C:5]([CH2:9][N:10]2[C:18]3[C:13](=[N:14][CH:15]=[C:16]([CH3:19])[CH:17]=3)[C:12]([C:20](O)=[O:21])=[CH:11]2)[C:4]=1[CH3:23].C(N(CC)CC)C.CCCP1(OP(CCC)(=O)OP(CCC)(=O)O1)=O.Cl.[F:51][CH2:52][CH2:53][NH2:54]. (4) Given the product [NH2:38][C@H:32]1[C:31]([F:39])([F:30])[CH2:36][CH2:35][CH2:34][C@H:33]1[NH:37][C:11]1[N:16]=[C:15]([NH:17][C:18]2[CH:19]=[C:20]([CH3:24])[CH:21]=[CH:22][CH:23]=2)[C:14]([C:25]([NH2:27])=[O:26])=[CH:13][N:12]=1, predict the reactants needed to synthesize it. The reactants are: N1(O[C:11]2[N:16]=[C:15]([NH:17][C:18]3[CH:19]=[C:20]([CH3:24])[CH:21]=[CH:22][CH:23]=3)[C:14]([C:25]([NH2:27])=[O:26])=[CH:13][N:12]=2)C2C=CC=CC=2N=N1.Cl.Cl.[F:30][C:31]1([F:39])[CH2:36][CH2:35][CH2:34][C@@H:33]([NH2:37])[C@H:32]1[NH2:38].CCN(C(C)C)C(C)C. (5) Given the product [C:1]([O:5][C:6](=[O:30])[N:7]([CH2:13][C:14]1[CH:15]=[CH:16][C:17]([C:20]2[CH:25]=[CH:24][C:23]([C:26](=[O:28])[N:27]=[CH:6][N:7]([CH3:13])[CH3:8])=[CH:22][C:21]=2[CH3:29])=[CH:18][CH:19]=1)[CH2:8][CH2:9][CH:10]([CH3:12])[CH3:11])([CH3:2])([CH3:3])[CH3:4], predict the reactants needed to synthesize it. The reactants are: [C:1]([O:5][C:6](=[O:30])[N:7]([CH2:13][C:14]1[CH:19]=[CH:18][C:17]([C:20]2[CH:25]=[CH:24][C:23]([C:26](=[O:28])[NH2:27])=[CH:22][C:21]=2[CH3:29])=[CH:16][CH:15]=1)[CH2:8][CH2:9][CH:10]([CH3:12])[CH3:11])([CH3:4])([CH3:3])[CH3:2]. (6) Given the product [CH2:1]([O:3][C:4]1[N:13]=[C:12]([O:14][CH:34]2[CH2:35][CH:31]3[CH:32]([C:37](=[O:46])[N:38]([CH3:39])[CH2:40][CH2:41][CH2:42][CH2:43][CH:44]=[CH:45][CH:25]4[C:23]([C:21]([OH:20])=[O:22])([NH:28][C:29]3=[O:30])[CH2:24]4)[CH2:33]2)[C:11]2[C:6](=[C:7]([CH3:17])[C:8]([O:15][CH3:16])=[CH:9][CH:10]=2)[N:5]=1)[CH3:2], predict the reactants needed to synthesize it. The reactants are: [CH2:1]([O:3][C:4]1[N:13]=[C:12]([OH:14])[C:11]2[C:6](=[C:7]([CH3:17])[C:8]([O:15][CH3:16])=[CH:9][CH:10]=2)[N:5]=1)[CH3:2].C([O:20][C:21]([C:23]1([NH:28][C:29]([CH:31]2[CH2:35][CH:34](O)[CH2:33][CH:32]2[C:37](=[O:46])[N:38]([CH2:40][CH2:41][CH2:42][CH2:43][CH:44]=[CH2:45])[CH3:39])=[O:30])[CH2:25][CH:24]1C=C)=[O:22])C.